From a dataset of Full USPTO retrosynthesis dataset with 1.9M reactions from patents (1976-2016). Predict the reactants needed to synthesize the given product. Given the product [C:9]1(/[CH:8]=[C:4](/[C:5]2[O:6][CH:25]=[C:24]([C:23]([O:22][CH2:20][CH3:21])=[O:28])[N:7]=2)\[CH3:3])[CH:14]=[CH:13][CH:12]=[CH:11][CH:10]=1, predict the reactants needed to synthesize it. The reactants are: N#N.[CH3:3]/[C:4](=[CH:8]\[C:9]1[CH:14]=[CH:13][CH:12]=[CH:11][CH:10]=1)/[C:5]([NH2:7])=[O:6].C([O-])(O)=O.[Na+].[CH2:20]([O:22][C:23](=[O:28])[C:24](=O)[CH2:25]Br)[CH3:21].FC(F)(F)C(OC(=O)C(F)(F)F)=O.C([O-])([O-])=O.[Na+].[Na+].